Dataset: CYP2D6 inhibition data for predicting drug metabolism from PubChem BioAssay. Task: Regression/Classification. Given a drug SMILES string, predict its absorption, distribution, metabolism, or excretion properties. Task type varies by dataset: regression for continuous measurements (e.g., permeability, clearance, half-life) or binary classification for categorical outcomes (e.g., BBB penetration, CYP inhibition). Dataset: cyp2d6_veith. (1) The compound is Cc1ccsc1/C=C\C1=NCCCN1C.O=C(O)[C@@H](O)[C@@H](O)C(=O)O. The result is 1 (inhibitor). (2) The compound is CCCCNC(=O)CSc1nc2ccccc2c(=O)n1CCNC(C)=O. The result is 0 (non-inhibitor). (3) The compound is CC(C)CCCCC(=O)N[C@@H](CCN)C(=O)N[C@@H](C(=O)N[C@@H](CCN)C(=O)N[C@H]1CCNC(=O)[C@@H]([C@H](C)O)NC(=O)[C@@H](CCN)NC(=O)[C@@H](CCN)NC(=O)[C@@H](C(C)C)CNC(=O)[C@@H](CC(C)C)NC(=O)[C@@H](CCN)NC1=O)[C@H](C)O. The result is 0 (non-inhibitor). (4) The result is 0 (non-inhibitor). The compound is CC[C@@H](c1ccccc1)n1c(=O)n2n(c1=O)[C@H]1[C@H](O)[C@H]3O[C@@H]3/C(=N/OC/C=C(\C)CCC=C(C)C)[C@@H]1CC2. (5) The molecule is NCCP(=O)(O)O. The result is 0 (non-inhibitor). (6) The compound is O=c1[nH]c(=O)n([C@H]2C[C@H](O)[C@H](CO)O2)cc1/C=C\Br. The result is 0 (non-inhibitor). (7) The compound is CNc1cc(-c2c(C)noc2C)ncn1. The result is 0 (non-inhibitor). (8) The drug is COc1cccc(Cn2c(=O)c(C)nc3cnc(N(C)C)nc32)c1. The result is 0 (non-inhibitor). (9) The compound is FC(F)(F)c1ccccc1-c1nc(Nc2ccncc2)c2ccccc2n1. The result is 1 (inhibitor).